This data is from Forward reaction prediction with 1.9M reactions from USPTO patents (1976-2016). The task is: Predict the product of the given reaction. Given the reactants [Br:1][C:2]1[CH:9]=[CH:8][C:5]([CH:6]=[O:7])=[C:4]([S:10]([CH3:13])(=[O:12])=[O:11])[CH:3]=1.C1COCC1.[BH4-].[Na+], predict the reaction product. The product is: [Br:1][C:2]1[CH:9]=[CH:8][C:5]([CH2:6][OH:7])=[C:4]([S:10]([CH3:13])(=[O:12])=[O:11])[CH:3]=1.